From a dataset of Full USPTO retrosynthesis dataset with 1.9M reactions from patents (1976-2016). Predict the reactants needed to synthesize the given product. (1) The reactants are: [O:1]=[C:2]1[NH:6][C:5]2[S:7][C:8]([C:10]#[N:11])=[CH:9][C:4]=2[CH2:3]1.[NH:12]1[CH:16]=[CH:15][CH:14]=[C:13]1[CH:17]=O. Given the product [O:1]=[C:2]1[NH:6][C:5]2[S:7][C:8]([C:10]#[N:11])=[CH:9][C:4]=2/[C:3]/1=[CH:17]/[C:13]1[NH:12][CH:16]=[CH:15][CH:14]=1, predict the reactants needed to synthesize it. (2) Given the product [NH2:19][C@H:2]1[CH2:6][CH2:5][C@H:4]([CH2:7][PH:8](=[O:13])[OH:9])[CH2:3]1, predict the reactants needed to synthesize it. The reactants are: O[C@@H:2]1[CH2:6][CH2:5][C@H:4]([CH2:7][PH:8](=[O:13])[O:9]C(C)C)[CH2:3]1.CCOC(/[N:19]=N/C(OCC)=O)=O.N=[N+]=[N-].C1(P(C2C=CC=CC=2)C2C=CC=CC=2)C=CC=CC=1. (3) Given the product [NH:28]1[C:29]2[C:34](=[CH:33][CH:32]=[CH:31][CH:30]=2)[C:26]([CH:22]([CH2:21][C:11]2[CH:12]=[C:13]([C:14]3[CH:19]=[CH:18][C:17]([CH3:20])=[CH:16][CH:15]=3)[N:9]([C:6]3[CH:5]=[CH:4][C:3]([O:2][CH3:1])=[CH:8][CH:7]=3)[N:10]=2)[C:23]([OH:25])=[O:24])=[CH:27]1, predict the reactants needed to synthesize it. The reactants are: [CH3:1][O:2][C:3]1[CH:8]=[CH:7][C:6]([N:9]2[C:13]([C:14]3[CH:19]=[CH:18][C:17]([CH3:20])=[CH:16][CH:15]=3)=[CH:12][C:11]([CH2:21][CH:22]([C:26]3[C:34]4[C:29](=[CH:30][CH:31]=[CH:32][CH:33]=4)[N:28](COCC[Si](C)(C)C)[CH:27]=3)[C:23]([OH:25])=[O:24])=[N:10]2)=[CH:5][CH:4]=1.CCCC[N+](CCCC)(CCCC)CCCC.[F-]. (4) Given the product [CH3:14][C:9]1[C:8]([C:4]2[CH:5]=[N:6][CH:7]=[C:2]([B:15]3[O:19][C:18]([CH3:21])([CH3:20])[C:17]([CH3:23])([CH3:22])[O:16]3)[CH:3]=2)=[C:12]([CH3:13])[O:11][N:10]=1, predict the reactants needed to synthesize it. The reactants are: Br[C:2]1[CH:3]=[C:4]([C:8]2[C:9]([CH3:14])=[N:10][O:11][C:12]=2[CH3:13])[CH:5]=[N:6][CH:7]=1.[B:15]1([B:15]2[O:19][C:18]([CH3:21])([CH3:20])[C:17]([CH3:23])([CH3:22])[O:16]2)[O:19][C:18]([CH3:21])([CH3:20])[C:17]([CH3:23])([CH3:22])[O:16]1.C([O-])(=O)C.[K+]. (5) Given the product [F:1][C:2]1[CH:3]=[C:4]2[C:8](=[CH:9][CH:10]=1)[N:7]([CH:15]1[CH2:19][CH2:18][O:17][CH2:16]1)[CH:6]=[C:5]2[N+:11]([O-:13])=[O:12], predict the reactants needed to synthesize it. The reactants are: [F:1][C:2]1[CH:3]=[C:4]2[C:8](=[CH:9][CH:10]=1)[NH:7][CH:6]=[C:5]2[N+:11]([O-:13])=[O:12].O[CH:15]1[CH2:19][CH2:18][O:17][CH2:16]1. (6) Given the product [N+:1]([C:4]1[CH:5]=[CH:6][C:7]([C@H:10]2[CH2:15][CH2:14][C@H:13]([OH:16])[CH2:12][CH2:11]2)=[CH:8][CH:9]=1)([O-:3])=[O:2], predict the reactants needed to synthesize it. The reactants are: [N+:1]([C:4]1[CH:9]=[CH:8][C:7]([CH:10]2[CH2:15][CH2:14][C:13](=[O:16])[CH2:12][CH2:11]2)=[CH:6][CH:5]=1)([O-:3])=[O:2].FC1C(O)=C(F)C(F)=C(F)C=1F.[BH4-].[Na+].Cl. (7) The reactants are: [NH:1]1[C:10]2[C:5](=[CH:6][CH:7]=[N:8][C:9]=2[NH2:11])[CH2:4][CH2:3][CH2:2]1.[CH3:12]OC([O-])[O-]. Given the product [N:11]1[C:9]2=[C:10]3[C:5](=[CH:6][CH:7]=[N:8]2)[CH2:4][CH2:3][CH2:2][N:1]3[CH:12]=1, predict the reactants needed to synthesize it. (8) Given the product [CH:29]1([N:13]2[CH2:12][C:11]3[C:15](=[CH:16][CH:17]=[C:9]([NH:8][C:5]4[N:4]=[C:3]([NH:18][C@@H:19]5[CH2:24][CH2:23][CH2:22][N:21]([C:25](=[O:28])[CH:26]=[CH2:27])[CH2:20]5)[C:2]([F:1])=[CH:7][N:6]=4)[CH:10]=3)[CH2:14]2)[CH2:32][CH2:31][CH2:30]1, predict the reactants needed to synthesize it. The reactants are: [F:1][C:2]1[C:3]([NH:18][C@@H:19]2[CH2:24][CH2:23][CH2:22][N:21]([C:25](=[O:28])[CH:26]=[CH2:27])[CH2:20]2)=[N:4][C:5]([NH:8][C:9]2[CH:10]=[C:11]3[C:15](=[CH:16][CH:17]=2)[CH2:14][NH:13][CH2:12]3)=[N:6][CH:7]=1.[C:29]1(=O)[CH2:32][CH2:31][CH2:30]1.[BH-](OC(C)=O)(OC(C)=O)OC(C)=O.[Na+]. (9) The reactants are: [O:1]=[C:2]1[CH2:7][CH2:6][N:5]([C:8]([O:10][C:11]([CH3:14])([CH3:13])[CH3:12])=[O:9])[CH2:4][CH2:3]1.[Li+].C[Si]([N-][Si](C)(C)C)(C)C.C1C=CC(N([S:32]([C:35]([F:38])([F:37])[F:36])(=[O:34])=[O:33])[S:32]([C:35]([F:38])([F:37])[F:36])(=[O:34])=[O:33])=CC=1. Given the product [F:36][C:35]([F:38])([F:37])[S:32]([O:1][C:2]1[CH2:3][CH2:4][N:5]([C:8]([O:10][C:11]([CH3:14])([CH3:13])[CH3:12])=[O:9])[CH2:6][CH:7]=1)(=[O:34])=[O:33], predict the reactants needed to synthesize it.